From a dataset of Reaction yield outcomes from USPTO patents with 853,638 reactions. Predict the reaction yield, written as a fraction of the theoretical maximum amount of product (1.0 means a 100% yield; for example, 0.34 means a 34% yield). (1) The reactants are [Br:1][C:2]1[CH:7]=[C:6]([NH2:8])[C:5]([NH2:9])=[C:4]([N+:10]([O-:12])=[O:11])[CH:3]=1.[CH3:13][C:14](=O)CC(=O)C. The catalyst is CCO.Cl. The product is [Br:1][C:2]1[CH:3]=[C:4]([N+:10]([O-:12])=[O:11])[C:5]2[N:9]=[C:13]([CH3:14])[NH:8][C:6]=2[CH:7]=1. The yield is 0.900. (2) The reactants are [O:1]([C:8]1[CH:9]=[C:10]([CH:33]=[CH:34][CH:35]=1)[CH2:11][S:12][C:13]1[S:14][C:15]2[CH:21]([CH:22](C(OCC)=O)[C:23]([O:25]CC)=[O:24])[CH2:20][CH2:19][CH2:18][C:16]=2[N:17]=1)[C:2]1[CH:7]=[CH:6][CH:5]=[CH:4][CH:3]=1.Cl. The catalyst is C(O)(=O)C. The product is [O:1]([C:8]1[CH:9]=[C:10]([CH:33]=[CH:34][CH:35]=1)[CH2:11][S:12][C:13]1[S:14][C:15]2[CH:21]([CH2:22][C:23]([OH:25])=[O:24])[CH2:20][CH2:19][CH2:18][C:16]=2[N:17]=1)[C:2]1[CH:7]=[CH:6][CH:5]=[CH:4][CH:3]=1. The yield is 0.920.